Dataset: Full USPTO retrosynthesis dataset with 1.9M reactions from patents (1976-2016). Task: Predict the reactants needed to synthesize the given product. (1) Given the product [CH2:1]([O:8][CH2:9][CH2:10][C@@H:11]1[C:15]2[NH:16][CH:17]=[CH:18][C:14]=2[C:13](=[O:29])[NH:12]1)[C:2]1[CH:3]=[CH:4][CH:5]=[CH:6][CH:7]=1, predict the reactants needed to synthesize it. The reactants are: [CH2:1]([O:8][CH2:9][CH2:10][C@@H:11]1[C:15]2[N:16](S(C3C=CC(C)=CC=3)(=O)=O)[CH:17]=[CH:18][C:14]=2[C:13](=[O:29])[NH:12]1)[C:2]1[CH:7]=[CH:6][CH:5]=[CH:4][CH:3]=1.C([O-])([O-])=O.[K+].[K+]. (2) Given the product [CH3:1][O:2][C:3]1[CH:4]=[C:5]([CH:21]=[CH:22][C:23]=1[O:24][CH3:25])[CH2:6][CH:7]1[C:16]2[C:11](=[CH:12][C:13]([O:19][CH3:20])=[C:14]([O:17][CH3:18])[CH:15]=2)[CH2:10][CH2:9][N:8]1[CH2:27][C:28]([NH:41][CH2:40][CH2:39][C:36]1[CH:37]=[CH:38][C:33]([O:32][CH3:31])=[CH:34][CH:35]=1)=[O:29], predict the reactants needed to synthesize it. The reactants are: [CH3:1][O:2][C:3]1[CH:4]=[C:5]([CH:21]=[CH:22][C:23]=1[O:24][CH3:25])[CH2:6][CH:7]1[C:16]2[C:11](=[CH:12][C:13]([O:19][CH3:20])=[C:14]([O:17][CH3:18])[CH:15]=2)[CH2:10][CH2:9][NH:8]1.Br[CH2:27][C:28](Br)=[O:29].[CH3:31][O:32][C:33]1[CH:38]=[CH:37][C:36]([CH2:39][CH2:40][NH2:41])=[CH:35][CH:34]=1.